From a dataset of Experimental lipophilicity measurements (octanol/water distribution) for 4,200 compounds from AstraZeneca. Regression/Classification. Given a drug SMILES string, predict its absorption, distribution, metabolism, or excretion properties. Task type varies by dataset: regression for continuous measurements (e.g., permeability, clearance, half-life) or binary classification for categorical outcomes (e.g., BBB penetration, CYP inhibition). For this dataset (lipophilicity_astrazeneca), we predict Y. The drug is CCNC(=O)c1cc2c(-n3ccc(C(F)(F)F)n3)c(-c3cncc(C(=O)NC)c3)cnc2[nH]1. The Y is 2.21 logD.